Dataset: NCI-60 drug combinations with 297,098 pairs across 59 cell lines. Task: Regression. Given two drug SMILES strings and cell line genomic features, predict the synergy score measuring deviation from expected non-interaction effect. (1) Drug 1: CC1=C(C=C(C=C1)NC2=NC=CC(=N2)N(C)C3=CC4=NN(C(=C4C=C3)C)C)S(=O)(=O)N.Cl. Drug 2: CC12CCC3C(C1CCC2=O)CC(=C)C4=CC(=O)C=CC34C. Cell line: OVCAR-5. Synergy scores: CSS=17.9, Synergy_ZIP=5.90, Synergy_Bliss=1.33, Synergy_Loewe=-16.1, Synergy_HSA=-0.179. (2) Drug 1: C1=CC(=CC=C1CCCC(=O)O)N(CCCl)CCCl. Drug 2: CCC(=C(C1=CC=CC=C1)C2=CC=C(C=C2)OCCN(C)C)C3=CC=CC=C3.C(C(=O)O)C(CC(=O)O)(C(=O)O)O. Cell line: SF-539. Synergy scores: CSS=17.3, Synergy_ZIP=-1.33, Synergy_Bliss=-2.10, Synergy_Loewe=-3.08, Synergy_HSA=-2.04. (3) Drug 2: COC1=C2C(=CC3=C1OC=C3)C=CC(=O)O2. Synergy scores: CSS=35.1, Synergy_ZIP=2.80, Synergy_Bliss=-0.0724, Synergy_Loewe=-31.5, Synergy_HSA=2.14. Cell line: HL-60(TB). Drug 1: C1=CC(=C2C(=C1NCCNCCO)C(=O)C3=C(C=CC(=C3C2=O)O)O)NCCNCCO. (4) Drug 1: CN(C)C1=NC(=NC(=N1)N(C)C)N(C)C. Drug 2: C(CN)CNCCSP(=O)(O)O. Cell line: HCT116. Synergy scores: CSS=-3.38, Synergy_ZIP=-4.88, Synergy_Bliss=-13.7, Synergy_Loewe=-8.68, Synergy_HSA=-8.72. (5) Drug 1: CNC(=O)C1=CC=CC=C1SC2=CC3=C(C=C2)C(=NN3)C=CC4=CC=CC=N4. Drug 2: CC1C(C(CC(O1)OC2CC(CC3=C2C(=C4C(=C3O)C(=O)C5=C(C4=O)C(=CC=C5)OC)O)(C(=O)CO)O)N)O.Cl. Cell line: OVCAR-8. Synergy scores: CSS=37.3, Synergy_ZIP=4.58, Synergy_Bliss=5.66, Synergy_Loewe=-9.91, Synergy_HSA=4.79. (6) Drug 1: CC=C1C(=O)NC(C(=O)OC2CC(=O)NC(C(=O)NC(CSSCCC=C2)C(=O)N1)C(C)C)C(C)C. Drug 2: C1CN(P(=O)(OC1)NCCCl)CCCl. Cell line: NCIH23. Synergy scores: CSS=60.6, Synergy_ZIP=-3.62, Synergy_Bliss=-4.36, Synergy_Loewe=-64.3, Synergy_HSA=-4.10. (7) Drug 1: CCC1=C2CN3C(=CC4=C(C3=O)COC(=O)C4(CC)O)C2=NC5=C1C=C(C=C5)O. Drug 2: N.N.Cl[Pt+2]Cl. Cell line: ACHN. Synergy scores: CSS=61.7, Synergy_ZIP=1.55, Synergy_Bliss=3.22, Synergy_Loewe=3.15, Synergy_HSA=5.55. (8) Drug 1: CC1C(C(CC(O1)OC2CC(CC3=C2C(=C4C(=C3O)C(=O)C5=C(C4=O)C(=CC=C5)OC)O)(C(=O)C)O)N)O.Cl. Drug 2: COC1=NC(=NC2=C1N=CN2C3C(C(C(O3)CO)O)O)N. Cell line: COLO 205. Synergy scores: CSS=46.4, Synergy_ZIP=0.783, Synergy_Bliss=2.07, Synergy_Loewe=-17.0, Synergy_HSA=-1.98. (9) Drug 1: CC1=CC=C(C=C1)C2=CC(=NN2C3=CC=C(C=C3)S(=O)(=O)N)C(F)(F)F. Drug 2: CC1=C(N=C(N=C1N)C(CC(=O)N)NCC(C(=O)N)N)C(=O)NC(C(C2=CN=CN2)OC3C(C(C(C(O3)CO)O)O)OC4C(C(C(C(O4)CO)O)OC(=O)N)O)C(=O)NC(C)C(C(C)C(=O)NC(C(C)O)C(=O)NCCC5=NC(=CS5)C6=NC(=CS6)C(=O)NCCC[S+](C)C)O. Cell line: SNB-19. Synergy scores: CSS=11.4, Synergy_ZIP=-5.12, Synergy_Bliss=3.46, Synergy_Loewe=-12.5, Synergy_HSA=0.717. (10) Drug 1: CC12CCC(CC1=CCC3C2CCC4(C3CC=C4C5=CN=CC=C5)C)O. Drug 2: CCC(=C(C1=CC=CC=C1)C2=CC=C(C=C2)OCCN(C)C)C3=CC=CC=C3.C(C(=O)O)C(CC(=O)O)(C(=O)O)O. Cell line: NCI-H522. Synergy scores: CSS=4.61, Synergy_ZIP=-0.432, Synergy_Bliss=3.23, Synergy_Loewe=2.05, Synergy_HSA=2.51.